Task: Predict the product of the given reaction.. Dataset: Forward reaction prediction with 1.9M reactions from USPTO patents (1976-2016) The product is: [CH2:3]([CH:2]([CH2:6][CH2:7][CH3:8])[C:1]([NH:11][CH:12]1[C:20]2[C:15](=[CH:16][CH:17]=[CH:18][CH:19]=2)[CH2:14][CH2:13]1)=[O:9])[CH2:4][CH3:5]. Given the reactants [C:1](Cl)(=[O:9])[CH:2]([CH2:6][CH2:7][CH3:8])[CH2:3][CH2:4][CH3:5].[NH2:11][CH:12]1[C:20]2[C:15](=[CH:16][CH:17]=[CH:18][CH:19]=2)[CH2:14][CH2:13]1.CCN(CC)CC.CCOC(C)=O, predict the reaction product.